Dataset: Catalyst prediction with 721,799 reactions and 888 catalyst types from USPTO. Task: Predict which catalyst facilitates the given reaction. (1) Reactant: [Cl:1][C:2]1[CH:3]=[C:4]([CH:10]=[CH:11][CH:12]=1)/[CH:5]=[CH:6]/[C:7]([OH:9])=O.C(Cl)(=O)C(Cl)=O.[NH:19]1[CH2:25][CH2:24][C:23](=[O:26])[NH:22][CH2:21][CH2:20]1.C(N(CC)CC)C. Product: [Cl:1][C:2]1[CH:3]=[C:4](/[CH:5]=[CH:6]/[C:7]([N:19]2[CH2:25][CH2:24][C:23](=[O:26])[NH:22][CH2:21][CH2:20]2)=[O:9])[CH:10]=[CH:11][CH:12]=1. The catalyst class is: 139. (2) Reactant: O1CCCCC1[O:7][CH2:8][CH2:9][N:10]1[CH:14]=[C:13]([C:15]2[N:20]=[C:19]3[N:21]([CH2:24][C:25]4[S:26][C:27]5[CH:32]=[CH:31][N:30]=[CH:29][C:28]=5[N:33]=4)[N:22]=[N:23][C:18]3=[CH:17][CH:16]=2)[CH:12]=[N:11]1. Product: [S:26]1[C:27]2[CH:32]=[CH:31][N:30]=[CH:29][C:28]=2[N:33]=[C:25]1[CH2:24][N:21]1[C:19]2=[N:20][C:15]([C:13]3[CH:12]=[N:11][N:10]([CH2:9][CH2:8][OH:7])[CH:14]=3)=[CH:16][CH:17]=[C:18]2[N:23]=[N:22]1. The catalyst class is: 240. (3) Reactant: [Cl:1][C:2]1[CH:3]=[C:4]([CH:9]2[CH2:14][CH:13]([S:15]([C:18]3[CH:23]=[CH:22][CH:21]=[C:20]([C:24]([F:27])([F:26])[F:25])[CH:19]=3)(=[O:17])=[O:16])[CH2:12][CH2:11][O:10]2)[CH:5]=[CH:6][C:7]=1[F:8].[CH3:28]C([O-])(C)C.[K+].CI. Product: [Cl:1][C:2]1[CH:3]=[C:4]([CH:9]2[CH2:14][C:13]([CH3:28])([S:15]([C:18]3[CH:23]=[CH:22][CH:21]=[C:20]([C:24]([F:27])([F:25])[F:26])[CH:19]=3)(=[O:17])=[O:16])[CH2:12][CH2:11][O:10]2)[CH:5]=[CH:6][C:7]=1[F:8]. The catalyst class is: 49. (4) Reactant: Cl[C:2]1[N:7]=[CH:6][C:5]2[N:8]=[CH:9][N:10]([CH3:11])[C:4]=2[CH:3]=1.[NH2:12][C:13]1[CH:18]=[CH:17][C:16]([CH:19]2[CH2:22][N:21]([C:23]([O:25][C:26]([CH3:29])([CH3:28])[CH3:27])=[O:24])[CH2:20]2)=[CH:15][C:14]=1[F:30].C(=O)([O-])[O-].[Cs+].[Cs+].C1(P(C2C=CC=CC=2)C2C=CC3C(=CC=CC=3)C=2C2C3C(=CC=CC=3)C=CC=2P(C2C=CC=CC=2)C2C=CC=CC=2)C=CC=CC=1. Product: [F:30][C:14]1[CH:15]=[C:16]([CH:19]2[CH2:22][N:21]([C:23]([O:25][C:26]([CH3:29])([CH3:28])[CH3:27])=[O:24])[CH2:20]2)[CH:17]=[CH:18][C:13]=1[NH:12][C:2]1[N:7]=[CH:6][C:5]2[N:8]=[CH:9][N:10]([CH3:11])[C:4]=2[CH:3]=1. The catalyst class is: 62. (5) Reactant: [F:1][C:2]([F:17])([F:16])[C:3]1[CH:8]=[CH:7][C:6]([C:9]2[S:10][CH:11]=[C:12]([CH2:14]O)[N:13]=2)=[CH:5][CH:4]=1.P(Br)(Br)[Br:19]. Product: [Br:19][CH2:14][C:12]1[N:13]=[C:9]([C:6]2[CH:7]=[CH:8][C:3]([C:2]([F:17])([F:16])[F:1])=[CH:4][CH:5]=2)[S:10][CH:11]=1. The catalyst class is: 2. (6) Reactant: [CH2:1]([O:3][C:4]1[C:5]([F:11])=[C:6]([F:10])[CH:7]=[CH:8][CH:9]=1)[CH3:2].C([Li])(CC)C.[O:17]1[C:21]2([CH2:26][CH2:25][CH:24]([CH:27]3[CH2:32][CH2:31][C:30](=[O:33])[CH2:29][CH2:28]3)[CH2:23][CH2:22]2)[O:20][CH2:19][CH2:18]1.[Cl-].[NH4+]. Product: [O:17]1[C:21]2([CH2:22][CH2:23][CH:24]([CH:27]3[CH2:32][CH2:31][C:30]([C:7]4[CH:8]=[CH:9][C:4]([O:3][CH2:1][CH3:2])=[C:5]([F:11])[C:6]=4[F:10])([OH:33])[CH2:29][CH2:28]3)[CH2:25][CH2:26]2)[O:20][CH2:19][CH2:18]1. The catalyst class is: 1. (7) Reactant: Br[CH:2]([C:8]1[CH:13]=[CH:12][CH:11]=[CH:10][CH:9]=1)[C:3]([O:5][CH2:6][CH3:7])=[O:4].CC[N:16]([CH:20]([CH3:22])C)[CH:17]([CH3:19])C.N1CCCC1. Product: [C:8]1([CH:2]([N:16]2[CH2:17][CH2:19][CH2:22][CH2:20]2)[C:3]([O:5][CH2:6][CH3:7])=[O:4])[CH:13]=[CH:12][CH:11]=[CH:10][CH:9]=1. The catalyst class is: 10.